From a dataset of Forward reaction prediction with 1.9M reactions from USPTO patents (1976-2016). Predict the product of the given reaction. (1) Given the reactants C(Cl)(=O)C(Cl)=O.[C:7]([C:9]1[CH:10]=[C:11]([C:19](O)=[O:20])[C:12]2[C:17]([CH:18]=1)=[CH:16][CH:15]=[CH:14][CH:13]=2)#[N:8].[BH4-].[Na+], predict the reaction product. The product is: [C:7]([C:9]1[CH:10]=[C:11]([CH2:19][OH:20])[C:12]2[C:17]([CH:18]=1)=[CH:16][CH:15]=[CH:14][CH:13]=2)#[N:8]. (2) Given the reactants [OH:1][C:2]1[CH:7]=[CH:6][CH:5]=[CH:4][C:3]=1[CH:8]1[N:12]([C:13]([C:15]2[S:19][C:18]([C:20]#[N:21])=[CH:17][CH:16]=2)=[O:14])[N:11]=[C:10]([C:22]2[CH:23]=[N:24][CH:25]=[CH:26][CH:27]=2)[CH2:9]1.[N-:28]=[N+:29]=[N-:30].[Na+].[Cl-].[Cl-].[Cl-].[Al+3], predict the reaction product. The product is: [N:24]1[CH:25]=[CH:26][CH:27]=[C:22]([C:10]2[CH2:9][CH:8]([C:3]3[CH:4]=[CH:5][CH:6]=[CH:7][C:2]=3[OH:1])[N:12]([C:13]([C:15]3[S:19][C:18]([C:20]4[N:28]=[N:29][NH:30][N:21]=4)=[CH:17][CH:16]=3)=[O:14])[N:11]=2)[CH:23]=1.